The task is: Predict which catalyst facilitates the given reaction.. This data is from Catalyst prediction with 721,799 reactions and 888 catalyst types from USPTO. (1) Reactant: [CH2:1]([N:3]1[CH2:8][CH2:7][N:6]([C:9]2[CH:14]=[CH:13][C:12]([N+:15]([O-])=O)=[C:11]([F:18])[CH:10]=2)[CH2:5][CH2:4]1)[CH3:2]. Product: [CH2:1]([N:3]1[CH2:4][CH2:5][N:6]([C:9]2[CH:14]=[CH:13][C:12]([NH2:15])=[C:11]([F:18])[CH:10]=2)[CH2:7][CH2:8]1)[CH3:2]. The catalyst class is: 19. (2) Reactant: [C:1]1([S:7]([N:10]2[C:18]3[C:13](=[CH:14][C:15]([O:20]CC4C=CC=CC=4)=[C:16]([F:19])[CH:17]=3)[CH:12]=[CH:11]2)(=[O:9])=[O:8])[CH:6]=[CH:5][CH:4]=[CH:3][CH:2]=1. Product: [F:19][C:16]1[CH:17]=[C:18]2[C:13]([CH:12]=[CH:11][N:10]2[S:7]([C:1]2[CH:6]=[CH:5][CH:4]=[CH:3][CH:2]=2)(=[O:9])=[O:8])=[CH:14][C:15]=1[OH:20]. The catalyst class is: 29. (3) Reactant: [C:1]([O:5][C:6]([N:8]1[CH2:11][CH2:10][C@H:9]1[C:12](=O)[NH2:13])=[O:7])([CH3:4])([CH3:3])[CH3:2].Cl. Product: [C:1]([O:5][C:6]([N:8]1[CH2:11][CH2:10][C@H:9]1[CH2:12][NH2:13])=[O:7])([CH3:4])([CH3:3])[CH3:2]. The catalyst class is: 220. (4) Reactant: O=[C:2]1[C:10]2[C:5](=[CH:6][C:7]([C:11]([O:13][CH3:14])=[O:12])=[CH:8][CH:9]=2)[CH2:4][CH2:3]1.[Si:15]([O:22][NH2:23])([C:18]([CH3:21])([CH3:20])[CH3:19])([CH3:17])[CH3:16].C1(C)C(S(O)(=O)=O)=CC=CC=1. Product: [Si:15]([O:22][N:23]=[C:2]1[C:10]2[C:5](=[CH:6][C:7]([C:11]([O:13][CH3:14])=[O:12])=[CH:8][CH:9]=2)[CH2:4][CH2:3]1)([C:18]([CH3:21])([CH3:20])[CH3:19])([CH3:17])[CH3:16]. The catalyst class is: 11.